From a dataset of Forward reaction prediction with 1.9M reactions from USPTO patents (1976-2016). Predict the product of the given reaction. (1) Given the reactants [F:1][C:2]1[CH:3]=[C:4]([CH2:9][C:10]([OH:12])=O)[CH:5]=[CH:6][C:7]=1[F:8].[CH3:13][O:14][C:15]1[CH:20]=[CH:19][C:18]([O:21][CH3:22])=[CH:17][CH:16]=1, predict the reaction product. The product is: [F:1][C:2]1[CH:3]=[C:4]([CH2:9][C:10]([C:19]2[CH:20]=[C:15]([O:14][CH3:13])[CH:16]=[CH:17][C:18]=2[O:21][CH3:22])=[O:12])[CH:5]=[CH:6][C:7]=1[F:8]. (2) The product is: [CH3:22][C:13]1[S:14][C:15]([C:16]2[CH:21]=[CH:20][CH:19]=[CH:18][CH:17]=2)=[C:11]([C:9]([N:4]2[CH2:5][CH2:6][CH2:7][CH2:8][CH:3]2[C:1]#[C:2][C:24]2[CH:29]=[CH:28][CH:27]=[CH:26][CH:25]=2)=[O:10])[N:12]=1. Given the reactants [C:1]([CH:3]1[CH2:8][CH2:7][CH2:6][CH2:5][N:4]1[C:9]([C:11]1[N:12]=[C:13]([CH3:22])[S:14][C:15]=1[C:16]1[CH:21]=[CH:20][CH:19]=[CH:18][CH:17]=1)=[O:10])#[CH:2].Br[C:24]1[CH:29]=[CH:28][CH:27]=[CH:26][CH:25]=1.C(N(CC)CC)C, predict the reaction product. (3) Given the reactants [Cl:1][C:2]1[CH:3]=[C:4]([N:9]2[C:13]3[C:14](=[O:25])[N:15]([C:18]4[CH:23]=[CH:22][C:21](I)=[CH:20][CH:19]=4)[CH2:16][CH2:17][C:12]=3[C:11]([C:26]([F:29])([F:28])[F:27])=[N:10]2)[CH:5]=[CH:6][C:7]=1[F:8].[C:30]1(=[O:36])[NH:35][CH2:34][CH2:33][CH2:32][CH2:31]1.NC1CCCCC1N.[O-]P([O-])([O-])=O.[K+].[K+].[K+], predict the reaction product. The product is: [Cl:1][C:2]1[CH:3]=[C:4]([N:9]2[C:13]3[C:14](=[O:25])[N:15]([C:18]4[CH:23]=[CH:22][C:21]([N:35]5[CH2:34][CH2:33][CH2:32][CH2:31][C:30]5=[O:36])=[CH:20][CH:19]=4)[CH2:16][CH2:17][C:12]=3[C:11]([C:26]([F:29])([F:28])[F:27])=[N:10]2)[CH:5]=[CH:6][C:7]=1[F:8]. (4) Given the reactants C([O:4][CH2:5][C:6](=[O:29])[C@:7]1([CH3:28])[C@:23]2([CH3:24])[CH:10]([CH:11]3[C:20](=[CH:21][CH2:22]2)[C@:19]2([CH3:25])[C:14](=[CH:15][C:16](=[O:26])[CH2:17][CH2:18]2)[CH2:13][CH2:12]3)[CH2:9][C@H:8]1[CH3:27])(=O)C.C[O-].[Na+], predict the reaction product. The product is: [OH:4][CH2:5][C:6]([C@:7]1([CH3:28])[C@:23]2([CH3:24])[CH:10]([CH:11]3[C:20](=[CH:21][CH2:22]2)[C@:19]2([CH3:25])[C:14](=[CH:15][C:16](=[O:26])[CH2:17][CH2:18]2)[CH2:13][CH2:12]3)[CH2:9][C@H:8]1[CH3:27])=[O:29].